From a dataset of Experimentally validated miRNA-target interactions with 360,000+ pairs, plus equal number of negative samples. Binary Classification. Given a miRNA mature sequence and a target amino acid sequence, predict their likelihood of interaction. The miRNA is mmu-miR-652-3p with sequence AAUGGCGCCACUAGGGUUGUG. The protein sequence of the target gene is MRLVILDNYDLASEWAAKYICNRIIKFKPGQDRYFSLGLPTGSTPLGCYKKLIEYHKSGNLSFKYVKTFNMDEYVGLPRNHPESYHSYMWNNFFKHIDIDPNNAHILDGNAADLQAECDAFEEKIKEAGGIDLFVGGIGPDGHIAFNEPGSSLVSRTRLKTLAMDTILANAKYFDGDLSKVPTMALTVGVGTVMDAREVMILITGAHKAFALYKAMEEGVNHMWTVSAFQQHPRTIFVCDEDATLELRVKTVKYFKGLMHVHNKLVDPLYSMKEGN. Result: 0 (no interaction).